This data is from Full USPTO retrosynthesis dataset with 1.9M reactions from patents (1976-2016). The task is: Predict the reactants needed to synthesize the given product. (1) Given the product [Cl:22][C:19]1[CH:18]=[CH:17][C:16]([C:10]([C:7]2[CH:8]=[CH:9][C:4]([Cl:3])=[CH:5][CH:6]=2)([CH3:23])[C:11]([OH:13])=[O:12])=[CH:21][CH:20]=1, predict the reactants needed to synthesize it. The reactants are: [H-].[Na+].[Cl:3][C:4]1[CH:9]=[CH:8][C:7]([CH:10]([C:16]2[CH:21]=[CH:20][C:19]([Cl:22])=[CH:18][CH:17]=2)[C:11]([O:13]CC)=[O:12])=[CH:6][CH:5]=1.[CH3:23]I. (2) Given the product [Cl:23][C:17]1[CH:16]=[C:15]([C:14]([CH:11]2[CH2:10][CH2:9][NH:8][CH2:13][CH2:12]2)=[O:24])[CH:20]=[CH:19][C:18]=1[O:21][CH3:22], predict the reactants needed to synthesize it. The reactants are: C(OC([N:8]1[CH2:13][CH2:12][CH:11]([C:14](=[O:24])[C:15]2[CH:20]=[CH:19][C:18]([O:21][CH3:22])=[C:17]([Cl:23])[CH:16]=2)[CH2:10][CH2:9]1)=O)(C)(C)C.